From a dataset of Reaction yield outcomes from USPTO patents with 853,638 reactions. Predict the reaction yield, written as a fraction of the theoretical maximum amount of product (1.0 means a 100% yield; for example, 0.34 means a 34% yield). (1) The reactants are [C:1]([O:5][C:6]([NH:8][C@H:9]([CH2:29][C:30]1[CH:35]=[C:34]([F:36])[C:33]([F:37])=[CH:32][C:31]=1[F:38])[CH2:10][C:11]([N:13]1[CH2:18][CH2:17][N:16]2[C:19]([C:25]([F:28])([F:27])[F:26])=[N:20][C:21]([C:22](O)=[O:23])=[C:15]2[CH2:14]1)=[O:12])=[O:7])([CH3:4])([CH3:3])[CH3:2].O=C1N(P(Cl)(N2CCOC2=O)=O)CCO1.C(N(CC)CC)C.Cl.[F:62][C@H:63]1[CH2:67][CH2:66][NH:65][CH2:64]1. The catalyst is ClCCl. The product is [C:1]([O:5][C:6](=[O:7])[NH:8][C@H:9]([CH2:29][C:30]1[CH:35]=[C:34]([F:36])[C:33]([F:37])=[CH:32][C:31]=1[F:38])[CH2:10][C:11]([N:13]1[CH2:18][CH2:17][N:16]2[C:19]([C:25]([F:26])([F:28])[F:27])=[N:20][C:21]([C:22]([N:65]3[CH2:66][CH2:67][C@H:63]([F:62])[CH2:64]3)=[O:23])=[C:15]2[CH2:14]1)=[O:12])([CH3:4])([CH3:3])[CH3:2]. The yield is 0.890. (2) The reactants are [Cl:1][C:2]1[CH:7]=[C:6]([O:8][CH3:9])[C:5](I)=[CH:4][C:3]=1[CH:11]1[CH2:13][CH2:12]1.[SH:14][CH2:15][C:16]([O:18][CH3:19])=[O:17].CCN(CC)CC. The catalyst is CN1C(=O)CCC1.C1C=CC(/C=C/C(/C=C/C2C=CC=CC=2)=O)=CC=1.C1C=CC(/C=C/C(/C=C/C2C=CC=CC=2)=O)=CC=1.C1C=CC(/C=C/C(/C=C/C2C=CC=CC=2)=O)=CC=1.[Pd].[Pd].C1(P(C2C=CC=CC=2)[C-]2C=CC=C2)C=CC=CC=1.[C-]1(P(C2C=CC=CC=2)C2C=CC=CC=2)C=CC=C1.[Fe+2]. The product is [Cl:1][C:2]1[C:3]([CH:11]2[CH2:13][CH2:12]2)=[CH:4][C:5]([S:14][CH2:15][C:16]([O:18][CH3:19])=[O:17])=[C:6]([O:8][CH3:9])[CH:7]=1. The yield is 0.920. (3) The reactants are [Si]([O:8][C@H:9]([CH3:34])[C@@H:10]([NH:24][C:25]1[CH:32]=[CH:31][C:28]([C:29]#[N:30])=[C:27]([Cl:33])[CH:26]=1)[C:11]1[O:12][C:13]([C:16]2[CH:21]=[CH:20][C:19]([C:22]#[N:23])=[CH:18][CH:17]=2)=[N:14][N:15]=1)(C(C)(C)C)(C)C.CCCC[N+](CCCC)(CCCC)CCCC.[F-]. The catalyst is C1COCC1. The product is [Cl:33][C:27]1[CH:26]=[C:25]([NH:24][C@@H:10]([C:11]2[O:12][C:13]([C:16]3[CH:17]=[CH:18][C:19]([C:22]#[N:23])=[CH:20][CH:21]=3)=[N:14][N:15]=2)[C@H:9]([OH:8])[CH3:34])[CH:32]=[CH:31][C:28]=1[C:29]#[N:30]. The yield is 1.00. (4) The reactants are C1(P(C2C=CC=CC=2)C2C=CC=CC=2)C=CC=CC=1.CCN(CC)CC.[Si:27]([O:34][C@@H:35]([CH3:63])[C@@H:36]([NH:51][C:52]1[C:60]2[CH:59]=[CH:58][S:57][C:56]=2[C:55]([C:61]#[N:62])=[CH:54][CH:53]=1)[C:37]([NH:39][NH:40][C:41](=O)[C:42]1[CH:47]=[CH:46][C:45]([C:48]#[N:49])=[CH:44][CH:43]=1)=[O:38])([C:30]([CH3:33])([CH3:32])[CH3:31])([CH3:29])[CH3:28]. The catalyst is C(Cl)Cl. The product is [Si:27]([O:34][C@@H:35]([CH3:63])[C@@H:36]([NH:51][C:52]1[C:60]2[CH:59]=[CH:58][S:57][C:56]=2[C:55]([C:61]#[N:62])=[CH:54][CH:53]=1)[C:37]1[O:38][C:41]([C:42]2[CH:47]=[CH:46][C:45]([C:48]#[N:49])=[CH:44][CH:43]=2)=[N:40][N:39]=1)([C:30]([CH3:33])([CH3:32])[CH3:31])([CH3:29])[CH3:28]. The yield is 0.980. (5) The reactants are [NH2:1][C:2]1[CH:3]=[C:4]([SH:8])[CH:5]=[CH:6][CH:7]=1.C(=O)([O-])[O-].[Cs+].[Cs+].Cl[C:16]1[C:25]2[C:20](=[CH:21][C:22]([O:31][CH2:32][CH2:33][O:34][CH3:35])=[C:23]([O:26][CH2:27][CH2:28][O:29][CH3:30])[CH:24]=2)[N:19]=[CH:18][N:17]=1. The catalyst is O1CCCC1.C(Cl)(Cl)Cl.O.[Cl-].[Na+].O. The product is [CH3:30][O:29][CH2:28][CH2:27][O:26][C:23]1[CH:24]=[C:25]2[C:20](=[CH:21][C:22]=1[O:31][CH2:32][CH2:33][O:34][CH3:35])[N:19]=[CH:18][N:17]=[C:16]2[S:8][C:4]1[CH:3]=[C:2]([CH:7]=[CH:6][CH:5]=1)[NH2:1]. The yield is 0.770. (6) The reactants are [OH:1][CH2:2][C:3]1[N:4]([CH2:24][CH2:25]O)[C:5]2[C:10]([C:11]=1[C:12]1[CH:17]=[CH:16][C:15]([O:18][CH3:19])=[CH:14][CH:13]=1)=[CH:9][C:8]([O:20][CH3:21])=[C:7]([O:22][CH3:23])[CH:6]=2.[H-].[Na+].S(C1NC=CN=1)(C1C=CC(C)=CC=1)(=O)=O.[NH4+].[Cl-]. The catalyst is C1COCC1. The product is [CH3:23][O:22][C:7]1[C:8]([O:20][CH3:21])=[CH:9][C:10]2[C:11]([C:12]3[CH:17]=[CH:16][C:15]([O:18][CH3:19])=[CH:14][CH:13]=3)=[C:3]3[CH2:2][O:1][CH2:25][CH2:24][N:4]3[C:5]=2[CH:6]=1. The yield is 0.490. (7) The reactants are [CH3:1][CH:2]([S:4](Cl)(=[O:6])=[O:5])[CH3:3].[NH2:8][C:9]1[CH:10]=[C:11]([CH:15]2[CH2:24][C:23]([CH3:26])([CH3:25])[C:22]3[C:17](=[CH:18][CH:19]=[C:20]([C:27]#[N:28])[CH:21]=3)[NH:16]2)[CH:12]=[CH:13][CH:14]=1.N1C=CC=CC=1. The catalyst is ClCCl. The product is [C:27]([C:20]1[CH:21]=[C:22]2[C:17](=[CH:18][CH:19]=1)[NH:16][CH:15]([C:11]1[CH:10]=[C:9]([NH:8][S:4]([CH:2]([CH3:3])[CH3:1])(=[O:6])=[O:5])[CH:14]=[CH:13][CH:12]=1)[CH2:24][C:23]2([CH3:26])[CH3:25])#[N:28]. The yield is 0.468.